Dataset: Reaction yield outcomes from USPTO patents with 853,638 reactions. Task: Predict the reaction yield, written as a fraction of the theoretical maximum amount of product (1.0 means a 100% yield; for example, 0.34 means a 34% yield). (1) The reactants are [Cl:1][C:2]1[CH:3]=[CH:4][C:5]([N:16]2[CH:20]=[C:19]([Si](C)(C)C)[N:18]=[N:17]2)=[C:6]([C:8]2[N:13]=[CH:12][N:11]=[C:10]([OH:14])[C:9]=2[CH3:15])[CH:7]=1.CCCC[N+](CCCC)(CCCC)CCCC.[F-]. The catalyst is C1COCC1. The product is [Cl:1][C:2]1[CH:3]=[CH:4][C:5]([N:16]2[CH:20]=[CH:19][N:18]=[N:17]2)=[C:6]([C:8]2[N:13]=[CH:12][N:11]=[C:10]([OH:14])[C:9]=2[CH3:15])[CH:7]=1. The yield is 0.330. (2) The reactants are [Cl:1][C:2]1[CH:24]=[C:23]([C:25]([F:28])([F:27])[F:26])[CH:22]=[CH:21][C:3]=1[CH2:4][N:5]1[C:9]([CH2:10][CH2:11][C:12]([O:14]CC)=[O:13])=[CH:8][C:7]([O:17][CH:18]([CH3:20])[CH3:19])=[N:6]1.[OH-].[Na+].Cl. The catalyst is O1CCCC1.C(O)C. The product is [Cl:1][C:2]1[CH:24]=[C:23]([C:25]([F:28])([F:26])[F:27])[CH:22]=[CH:21][C:3]=1[CH2:4][N:5]1[C:9]([CH2:10][CH2:11][C:12]([OH:14])=[O:13])=[CH:8][C:7]([O:17][CH:18]([CH3:20])[CH3:19])=[N:6]1. The yield is 0.770. (3) The reactants are I[C:2]1[CH:8]=[CH:7][C:5]([NH2:6])=[CH:4][CH:3]=1.[C:9]([O:13][C:14]([N:16]1[CH2:21][CH2:20][NH:19][C:18](=[O:22])[CH2:17]1)=[O:15])([CH3:12])([CH3:11])[CH3:10].C([O-])([O-])=O.[K+].[K+]. The catalyst is O1CCOCC1.[Cu]I. The product is [C:9]([O:13][C:14]([N:16]1[CH2:21][CH2:20][N:19]([C:2]2[CH:8]=[CH:7][C:5]([NH2:6])=[CH:4][CH:3]=2)[C:18](=[O:22])[CH2:17]1)=[O:15])([CH3:12])([CH3:10])[CH3:11]. The yield is 0.870. (4) The reactants are [F:1][CH:2]([F:15])[O:3][C:4]1[CH:5]=[C:6](F)[C:7]([N+:11]([O-:13])=[O:12])=[C:8]([F:10])[CH:9]=1.[CH3:16][C:17]1[N:18]=[CH:19][NH:20][CH:21]=1.C(=O)([O-])[O-].[K+].[K+]. The catalyst is CN(C=O)C.O.C(OCC)(=O)C. The product is [F:15][CH:2]([F:1])[O:3][C:4]1[CH:9]=[C:8]([F:10])[C:7]([N+:11]([O-:13])=[O:12])=[C:6]([N:20]2[CH:21]=[C:17]([CH3:16])[N:18]=[CH:19]2)[CH:5]=1. The yield is 0.660. (5) The reactants are [Br:1][C:2]1[CH:9]=[CH:8][C:5]([CH2:6][OH:7])=[CH:4][CH:3]=1.C(N(CC)CC)C.[CH3:17][S:18](Cl)(=[O:20])=[O:19].O. The catalyst is C(OCC)(=O)C.C(OCC)(=O)C.CCCCCC. The product is [CH3:17][S:18]([O:7][CH2:6][C:5]1[CH:8]=[CH:9][C:2]([Br:1])=[CH:3][CH:4]=1)(=[O:20])=[O:19]. The yield is 0.910.